From a dataset of Full USPTO retrosynthesis dataset with 1.9M reactions from patents (1976-2016). Predict the reactants needed to synthesize the given product. (1) The reactants are: Cl[C:2]1[CH:7]=[C:6]([C:8]([F:11])([F:10])[F:9])[N:5]=[C:4]([C:12]2[CH:17]=[CH:16][CH:15]=[C:14]([Cl:18])[CH:13]=2)[CH:3]=1.[NH2:19][C:20]1[CH:29]=[CH:28][C:23]([CH2:24][CH2:25][CH2:26][OH:27])=[CH:22][CH:21]=1.C1C=CC(P(C2C(C3C(P(C4C=CC=CC=4)C4C=CC=CC=4)=CC=C4C=3C=CC=C4)=C3C(C=CC=C3)=CC=2)C2C=CC=CC=2)=CC=1.C(=O)([O-])[O-].[Cs+].[Cs+]. Given the product [Cl:18][C:14]1[CH:13]=[C:12]([C:4]2[CH:3]=[C:2]([NH:19][C:20]3[CH:21]=[CH:22][C:23]([CH2:24][CH2:25][CH2:26][OH:27])=[CH:28][CH:29]=3)[CH:7]=[C:6]([C:8]([F:11])([F:10])[F:9])[N:5]=2)[CH:17]=[CH:16][CH:15]=1, predict the reactants needed to synthesize it. (2) Given the product [OH:11][CH:3]([CH2:4][CH2:5][CH2:6][NH2:7])[C@@H:2]([C:8]([OH:10])=[O:9])[NH2:1], predict the reactants needed to synthesize it. The reactants are: [NH2:1][C@H:2]([C:8]([OH:10])=[O:9])[CH2:3][CH2:4][CH2:5][CH2:6][NH2:7].[O:11]=C(CCC(O)=O)C(O)=O.O=C1O[C@H]([C@H](CO)O)C(O)=C1O.N[C@H](C(O)=O)CC[C@H](CN)O. (3) Given the product [CH2:3]([N:4]([CH2:5][C:6]1[CH:16]=[CH:15][C:9]2[CH2:10][CH2:11][CH2:12][CH2:13][O:14][C:8]=2[CH:7]=1)[C:31]([CH:27]1[O:28][CH2:29][CH2:30][N:25]([C:23]([O:22][C:18]([CH3:21])([CH3:20])[CH3:19])=[O:24])[CH2:26]1)=[O:32])[CH:2]([CH3:17])[CH3:1], predict the reactants needed to synthesize it. The reactants are: [CH3:1][CH:2]([CH3:17])[CH2:3][NH:4][CH2:5][C:6]1[CH:16]=[CH:15][C:9]2[CH2:10][CH2:11][CH2:12][CH2:13][O:14][C:8]=2[CH:7]=1.[C:18]([O:22][C:23]([N:25]1[CH2:30][CH2:29][O:28][CH:27]([C:31](O)=[O:32])[CH2:26]1)=[O:24])([CH3:21])([CH3:20])[CH3:19].O.ON1C2C=CC=CC=2N=N1.Cl.C(N=C=NCCCN(C)C)C.C(N(CC)CC)C. (4) Given the product [CH2:51]([O:50][C:48](=[O:49])[CH2:47][CH2:46][CH2:45][CH2:44][CH2:43][CH2:42][C:41]([NH:28][C@H:27]([C:29]([OH:31])=[O:30])[CH2:26][CH2:25][CH2:24][CH2:23][NH:22][C:20](=[O:21])[CH2:19][CH2:18][CH2:17][CH2:16][C:15]([NH:14][CH2:13][CH2:12][O:11][C@@H:1]1[O:9][C@@H:8]([CH3:10])[C@@H:6]([OH:7])[C@@H:4]([OH:5])[C@@H:2]1[OH:3])=[O:32])=[O:40])[C:52]1[CH:57]=[CH:56][CH:55]=[CH:54][CH:53]=1, predict the reactants needed to synthesize it. The reactants are: [C@@H:1]1([O:11][CH2:12][CH2:13][NH:14][C:15](=[O:32])[CH2:16][CH2:17][CH2:18][CH2:19][C:20]([NH:22][CH2:23][CH2:24][CH2:25][CH2:26][C@@H:27]([C:29]([OH:31])=[O:30])[NH2:28])=[O:21])[O:9][C@@H:8]([CH3:10])[C@@H:6]([OH:7])[C@@H:4]([OH:5])[C@@H:2]1[OH:3].O=C1CCC(=O)N1[O:40][C:41](=O)[CH2:42][CH2:43][CH2:44][CH2:45][CH2:46][CH2:47][C:48]([O:50][CH2:51][C:52]1[CH:57]=[CH:56][CH:55]=[CH:54][CH:53]=1)=[O:49].CCN(C(C)C)C(C)C. (5) Given the product [CH2:1]([OH:6])[CH2:2][CH2:3][CH2:4][CH2:5][CH2:7][CH:8]([CH3:11])[CH3:9], predict the reactants needed to synthesize it. The reactants are: [CH2:1]([OH:6])[CH2:2][CH2:3][CH2:4][CH3:5].[CH3:7][CH:8]([CH2:11]C)[CH2:9]O. (6) Given the product [C:1]([C:3]1[CH:4]=[C:5]([C:24]2[C:25]([F:33])([C:62]([N:44]3[CH2:39][CH2:38][CH2:43][C@H:42]3[C:41]([NH2:46])=[O:65])=[O:63])[CH2:26][CH:27]=[CH:28][CH:29]=2)[CH:6]=[CH:7][C:8]=1[O:9][CH2:10][CH:11]1[CH2:16][CH2:15][N:14]([CH2:17][C:18]([CH2:19][CH3:20])([F:21])[CH2:22][CH3:23])[CH2:13][CH2:12]1)#[N:2], predict the reactants needed to synthesize it. The reactants are: [C:1]([C:3]1[CH:4]=[C:5]([C:24]2[CH:29]=[CH:28][C:27](C(O)=O)=[CH:26][C:25]=2[F:33])[CH:6]=[CH:7][C:8]=1[O:9][CH2:10][CH:11]1[CH2:16][CH2:15][N:14]([CH2:17][C:18]([CH2:22][CH3:23])([F:21])[CH2:19][CH3:20])[CH2:13][CH2:12]1)#[N:2].C(Cl)CCl.[CH:38]1[CH:39]=C[C:41]2[N:46](O)N=[N:44][C:42]=2[CH:43]=1.CCN(C(C)C)C(C)C.N1CCC[C@H]1[C:62](N)=[O:63].[OH2:65]. (7) Given the product [C:1]([O:5][C:6]([NH:8][CH2:9][C@H:10]1[CH2:15][CH2:14][C@H:13]([C:16]([NH:18][C@H:19]([C:20]([NH:53][C:54]2[CH:59]=[CH:58][C:57]([C:60]3[NH:64][N:63]=[C:62]([C:65]([F:74])([F:75])[C:66]([F:73])([F:72])[C:67]([N:69]([CH3:71])[CH3:70])=[O:68])[N:61]=3)=[CH:56][CH:55]=2)=[O:21])[CH2:23][C:24]2[CH:25]=[CH:26][C:27]([C:30]3[CH:35]=[CH:34][C:33]([C:36]([NH:37][CH:38]4[CH2:43][CH2:42][N:41]([C:44]([O:46][C:47]([CH3:49])([CH3:48])[CH3:50])=[O:45])[CH2:40][CH2:39]4)=[O:51])=[CH:32][C:31]=3[CH3:52])=[CH:28][CH:29]=2)=[O:17])[CH2:12][CH2:11]1)=[O:7])([CH3:3])([CH3:4])[CH3:2], predict the reactants needed to synthesize it. The reactants are: [C:1]([O:5][C:6]([NH:8][CH2:9][C@H:10]1[CH2:15][CH2:14][C@H:13]([C:16]([NH:18][C@@H:19]([CH2:23][C:24]2[CH:29]=[CH:28][C:27]([C:30]3[CH:35]=[CH:34][C:33]([C:36](=[O:51])[NH:37][CH:38]4[CH2:43][CH2:42][N:41]([C:44]([O:46][C:47]([CH3:50])([CH3:49])[CH3:48])=[O:45])[CH2:40][CH2:39]4)=[CH:32][C:31]=3[CH3:52])=[CH:26][CH:25]=2)[C:20](O)=[O:21])=[O:17])[CH2:12][CH2:11]1)=[O:7])([CH3:4])([CH3:3])[CH3:2].[NH2:53][C:54]1[CH:59]=[CH:58][C:57]([C:60]2[NH:64][N:63]=[C:62]([C:65]([F:75])([F:74])[C:66]([F:73])([F:72])[C:67]([N:69]([CH3:71])[CH3:70])=[O:68])[N:61]=2)=[CH:56][CH:55]=1.C(P1(=O)OP(=O)(CCC)OP(=O)(CCC)O1)CC. (8) Given the product [F:20][C:8]([F:19])([C:9]1[CH:10]=[CH:11][C:12]([C:15]([F:16])([F:17])[F:18])=[CH:13][CH:14]=1)[CH2:7][N:23]1[CH2:24][CH2:25][CH:26]([NH:29][C:30](=[O:36])[O:31][C:32]([CH3:34])([CH3:33])[CH3:35])[CH2:27][CH2:28]1, predict the reactants needed to synthesize it. The reactants are: FC(F)(F)S(O[CH2:7][C:8]([F:20])([F:19])[C:9]1[CH:14]=[CH:13][C:12]([C:15]([F:18])([F:17])[F:16])=[CH:11][CH:10]=1)(=O)=O.[NH:23]1[CH2:28][CH2:27][CH:26]([NH:29][C:30](=[O:36])[O:31][C:32]([CH3:35])([CH3:34])[CH3:33])[CH2:25][CH2:24]1.CCN(C(C)C)C(C)C.